This data is from Full USPTO retrosynthesis dataset with 1.9M reactions from patents (1976-2016). The task is: Predict the reactants needed to synthesize the given product. (1) Given the product [NH2:19][C@@H:3]([CH2:4][C:5]1[CH:6]=[CH:7][C:8]([C:11]2[CH:16]=[CH:15][CH:14]=[C:13]([O:17][CH3:18])[N:12]=2)=[CH:9][CH:10]=1)[C@@H:2]([OH:1])[CH2:30][C@@H:31]([NH:39][C:40]([C@@H:41]([NH:46][C:47](=[O:48])[O:49][CH3:50])[C:42]([CH3:44])([CH3:45])[CH3:43])=[O:51])[CH2:32][C:33]1[CH:38]=[CH:37][CH:36]=[CH:35][CH:34]=1, predict the reactants needed to synthesize it. The reactants are: [OH:1][C@@H:2]([CH2:30][C@@H:31]([NH:39][C:40](=[O:51])[C@@H:41]([NH:46][C:47]([O:49][CH3:50])=[O:48])[C:42]([CH3:45])([CH3:44])[CH3:43])[CH2:32][C:33]1[CH:38]=[CH:37][CH:36]=[CH:35][CH:34]=1)[C@@H:3]([NH:19]C(=O)OCC1C=CC=CC=1)[CH2:4][C:5]1[CH:10]=[CH:9][C:8]([C:11]2[CH:16]=[CH:15][CH:14]=[C:13]([O:17][CH3:18])[N:12]=2)=[CH:7][CH:6]=1.Cl. (2) Given the product [Br:1][C:2]1[CH:7]=[C:6]([CH2:8][CH:9]([C:18]2[CH:23]=[CH:22][CH:21]=[CH:20][CH:19]=2)[C:10](=[O:17])[C:11]2[CH:12]=[CH:13][CH:14]=[CH:15][CH:16]=2)[CH:5]=[CH:4][C:3]=1[C:24]1[S:28](=[O:29])(=[O:30])[NH:27][C:26](=[O:35])[CH:25]=1, predict the reactants needed to synthesize it. The reactants are: [Br:1][C:2]1[CH:7]=[C:6]([CH2:8][CH:9]([C:18]2[CH:23]=[CH:22][CH:21]=[CH:20][CH:19]=2)[C:10](=[O:17])[C:11]2[CH:16]=[CH:15][CH:14]=[CH:13][CH:12]=2)[CH:5]=[CH:4][C:3]=1[C:24]1[S:28](=[O:30])(=[O:29])[N:27](C(C)(C)C)[C:26](=[O:35])[CH:25]=1. (3) Given the product [CH3:29][N:13]1[C:14](=[O:28])[C:15]2=[C:20]([NH:21][C:22]3[CH:27]=[CH:26][CH:25]=[CH:24][CH:23]=3)[NH:19][N:18]=[C:16]2[N:17]2[C@H:6]3[CH2:10][CH2:9][CH2:8][C@H:7]3[N:11]=[C:12]12, predict the reactants needed to synthesize it. The reactants are: S(Cl)(Cl)=O.O[C@@H:6]1[CH2:10][CH2:9][CH2:8][C@H:7]1[NH:11][C:12]1[N:13]([CH3:29])[C:14](=[O:28])[C:15]2[C:16](=[N:18][NH:19][C:20]=2[NH:21][C:22]2[CH:27]=[CH:26][CH:25]=[CH:24][CH:23]=2)[N:17]=1. (4) Given the product [Br:9][C:10]1[C:19]2[C:14](=[C:15]([OH:20])[CH:16]=[CH:17][CH:18]=2)[N:13]=[C:12]([CH2:21][F:32])[CH:11]=1, predict the reactants needed to synthesize it. The reactants are: C([N-]C(C)C)(C)C.[Li+].[Br:9][C:10]1[C:19]2[C:14](=[C:15]([OH:20])[CH:16]=[CH:17][CH:18]=2)[N:13]=[C:12]([CH3:21])[CH:11]=1.C1C=CC(S(N(S(C2C=CC=CC=2)(=O)=O)[F:32])(=O)=O)=CC=1. (5) Given the product [C:1]([O:5][C:6]([NH:8][C@H:9]([C:10]([O:12][CH3:13])=[O:11])[CH2:14][CH:15]1[CH2:16][CH2:17][O:18][CH2:19][CH2:20]1)=[O:7])([CH3:3])([CH3:4])[CH3:2], predict the reactants needed to synthesize it. The reactants are: [C:1]([O:5][C:6]([NH:8]/[C:9](=[CH:14]/[CH:15]1[CH2:20][CH2:19][O:18][CH2:17][CH2:16]1)/[C:10]([O:12][CH3:13])=[O:11])=[O:7])([CH3:4])([CH3:3])[CH3:2].[H][H]. (6) Given the product [C:1]([C@@H:3]1[CH2:7][CH2:6][CH2:5][N:4]1[C:8]([C@@H:10]1[C@H:15]2[CH2:16][C@H:12]([C@H:13]([N:29]3[CH2:33][CH2:32][CH2:31][CH2:30]3)[CH2:14]2)[N:11]1[C:22]([O:24][C:25]([CH3:27])([CH3:26])[CH3:28])=[O:23])=[O:9])#[N:2], predict the reactants needed to synthesize it. The reactants are: [C:1]([C@@H:3]1[CH2:7][CH2:6][CH2:5][N:4]1[C:8]([C@@H:10]1[C@H:15]2[CH2:16][C@H:12]([C@H:13](OS(C)(=O)=O)[CH2:14]2)[N:11]1[C:22]([O:24][C:25]([CH3:28])([CH3:27])[CH3:26])=[O:23])=[O:9])#[N:2].[NH:29]1[CH2:33][CH2:32][CH2:31][CH2:30]1. (7) Given the product [NH:30]1[C:38]2[C:33](=[C:34]([C:39]3[CH:47]=[C:46]4[C:42]([CH:43]=[N:44][NH:45]4)=[C:41]([NH:54][C:10]([C:2]4[CH:3]=[C:4]5[CH:9]=[CH:8][CH:7]=[CH:6][N:5]5[N:1]=4)=[O:12])[CH:40]=3)[CH:35]=[CH:36][CH:37]=2)[CH:32]=[CH:31]1, predict the reactants needed to synthesize it. The reactants are: [N:1]1[N:5]2[CH:6]=[CH:7][CH:8]=[CH:9][C:4]2=[CH:3][C:2]=1[C:10]([OH:12])=O.ClC(N(C)C)=C(C)C.CCN(C(C)C)C(C)C.[NH:30]1[C:38]2[C:33](=[C:34]([C:39]3[CH:40]=[C:41]([NH2:54])[C:42]4[C:46]([CH:47]=3)=[N:45][N:44](C3CCCCO3)[CH:43]=4)[CH:35]=[CH:36][CH:37]=2)[CH:32]=[CH:31]1.CC1C=CC(S(O)(=O)=O)=CC=1.N.